From a dataset of Reaction yield outcomes from USPTO patents with 853,638 reactions. Predict the reaction yield, written as a fraction of the theoretical maximum amount of product (1.0 means a 100% yield; for example, 0.34 means a 34% yield). (1) The reactants are [NH2:1][C:2]1[CH:3]=[CH:4][C:5]2[O:9][C:8]([CH:10]([NH:17][C:18]3[CH:23]=[CH:22][C:21]([C:24]([N:26]([CH3:34])[CH2:27][CH2:28][C:29]([O:31]CC)=[O:30])=[O:25])=[CH:20][CH:19]=3)[CH:11]3[CH2:16][CH2:15][CH2:14][CH2:13][CH2:12]3)=[C:7]([CH3:35])[C:6]=2[CH:36]=1.[CH3:37][S:38](Cl)(=[O:40])=[O:39].[Cl-].[NH4+].[OH-].[Li+]. The catalyst is CN(C)C(=O)C.O.C(O)C.O1CCCC1.C(N(CC)CC)C. The product is [CH:11]1([CH:10]([NH:17][C:18]2[CH:23]=[CH:22][C:21]([C:24]([N:26]([CH3:34])[CH2:27][CH2:28][C:29]([OH:31])=[O:30])=[O:25])=[CH:20][CH:19]=2)[C:8]2[O:9][C:5]3[CH:4]=[CH:3][C:2]([NH:1][S:38]([CH3:37])(=[O:40])=[O:39])=[CH:36][C:6]=3[C:7]=2[CH3:35])[CH2:16][CH2:15][CH2:14][CH2:13][CH2:12]1. The yield is 0.910. (2) The reactants are C(=O)([O-])[O-].[K+].[K+].[CH3:7][C:8]1[N:9]=[CH:10][N:11]([C:13]2[CH:18]=[CH:17][C:16]([NH:19][C:20]3[S:21][C:22]4[CH2:28][CH2:27][CH2:26][CH:25]([C:29]5[CH:34]=[CH:33][CH:32]=[CH:31][CH:30]=5)[C:23]=4[N:24]=3)=[CH:15][C:14]=2[OH:35])[CH:12]=1.[I:36][CH2:37][CH3:38].[C:39](#N)[CH3:40]. No catalyst specified. The product is [I-:36].[CH2:39]([O:35][C:14]1[CH:15]=[C:16]([NH:19][C:20]2[S:21][C:22]3[CH2:28][CH2:27][CH2:26][CH:25]([C:29]4[CH:30]=[CH:31][CH:32]=[CH:33][CH:34]=4)[C:23]=3[N:24]=2)[CH:17]=[CH:18][C:13]=1[N:11]1[CH:12]=[C:8]([CH3:7])[N+:9]([CH2:37][CH3:38])=[CH:10]1)[CH3:40]. The yield is 0.450. (3) The reactants are C(OC(=O)[NH2:7])(C)(C)C.[NH:9]1[CH:13]=[CH:12][N:11]=[CH:10]1.N1[C:27]2[C:18](=[CH:19][CH:20]=[C:21]3[C:26]=2N=CC=C3)[CH:17]=[CH:16]C=1.C(=CC(C=CC1C=CC=CC=1)=O)C1C=CC=CC=1.C(=O)([O-])[O-].[Cs+].[Cs+]. The catalyst is C(OCC)(=O)C. The product is [N:9]1([C:20]2[CH:19]=[C:18]([C@@H:17]([NH2:7])[CH3:16])[CH:27]=[CH:26][CH:21]=2)[CH:13]=[CH:12][N:11]=[CH:10]1. The yield is 0.240. (4) The reactants are [CH3:1][O:2][C:3]1[CH:8]=[CH:7][C:6]([CH:9]([N:11]2[CH2:16][CH2:15][C:14]([CH2:18][C:19](=[O:26])[C:20]3[CH:25]=[CH:24][CH:23]=[CH:22][CH:21]=3)(O)[CH2:13][CH2:12]2)[CH3:10])=[CH:5][CH:4]=1.O=S(Cl)[Cl:29]. The catalyst is ClCCl. The product is [ClH:29].[CH3:1][O:2][C:3]1[CH:8]=[CH:7][C:6]([CH:9]([N:11]2[CH2:16][CH2:15][C:14]([CH2:18][C:19](=[O:26])[C:20]3[CH:25]=[CH:24][CH:23]=[CH:22][CH:21]=3)([Cl:29])[CH2:13][CH2:12]2)[CH3:10])=[CH:5][CH:4]=1. The yield is 0.399. (5) The reactants are [O:1]=[C:2]1[CH2:6][CH2:5][C:4](=[O:7])[N:3]1[O:8][C:9](=[O:36])[CH2:10][CH2:11][C:12]1[N:13]=[CH:14][N:15](C(C2C=CC=CC=2)(C2C=CC=CC=2)C2C=CC=CC=2)[CH:16]=1.C([SiH](C(C)C)C(C)C)(C)C.[F:47][C:48]([F:53])([F:52])[C:49]([OH:51])=[O:50]. The catalyst is C(Cl)Cl. The product is [F:47][C:48]([F:53])([F:52])[C:49]([O-:51])=[O:50].[O:7]=[C:4]1[CH2:5][CH2:6][C:2](=[O:1])[N:3]1[O:8][C:9]([CH2:10][CH2:11][C:12]1[N:13]=[CH:14][NH2+:15][CH:16]=1)=[O:36]. The yield is 0.820. (6) The reactants are [Br:1][C:2]1[CH:16]=[CH:15][C:5]2[C:6]3[N:7]([CH:11]=[C:12](I)[N:13]=3)[CH2:8][CH2:9][O:10][C:4]=2[CH:3]=1.[F:17][C:18]([F:26])([F:25])[CH2:19][N:20]1[CH:24]=[N:23][CH:22]=[N:21]1. No catalyst specified. The product is [Br:1][C:2]1[CH:16]=[CH:15][C:5]2[C:6]3[N:7]([CH:11]=[C:12]([C:24]4[N:20]([CH2:19][C:18]([F:26])([F:25])[F:17])[N:21]=[CH:22][N:23]=4)[N:13]=3)[CH2:8][CH2:9][O:10][C:4]=2[CH:3]=1. The yield is 0.100. (7) The reactants are [CH2:1]([O:3][C@@H:4]([CH2:9][C:10]1[CH:15]=[CH:14][C:13]([C:16]2[S:20][C:19]([N:21]([CH3:30])[C:22]([NH:24][CH2:25][CH2:26][CH2:27][CH2:28][CH3:29])=[O:23])=[N:18][CH:17]=2)=[CH:12][CH:11]=1)[C:5]([O:7]C)=[O:6])[CH3:2].[OH-].[Li+]. No catalyst specified. The product is [CH2:1]([O:3][C@@H:4]([CH2:9][C:10]1[CH:15]=[CH:14][C:13]([C:16]2[S:20][C:19]([N:21]([CH3:30])[C:22]([NH:24][CH2:25][CH2:26][CH2:27][CH2:28][CH3:29])=[O:23])=[N:18][CH:17]=2)=[CH:12][CH:11]=1)[C:5]([OH:7])=[O:6])[CH3:2]. The yield is 0.860. (8) The reactants are [Cl:1][C:2]1[CH:3]=[C:4]([C:8]2[C:12]([CH2:13][O:14][C:15]3[CH:23]=[CH:22][C:18]([C:19]([OH:21])=O)=[CH:17][N:16]=3)=[C:11]([CH3:24])[O:10][N:9]=2)[CH:5]=[CH:6][CH:7]=1.[NH:25]1[CH2:30][CH2:29][S:28](=[O:32])(=[O:31])[CH2:27][CH2:26]1. No catalyst specified. The product is [Cl:1][C:2]1[CH:3]=[C:4]([C:8]2[C:12]([CH2:13][O:14][C:15]3[N:16]=[CH:17][C:18]([C:19]([N:25]4[CH2:30][CH2:29][S:28](=[O:32])(=[O:31])[CH2:27][CH2:26]4)=[O:21])=[CH:22][CH:23]=3)=[C:11]([CH3:24])[O:10][N:9]=2)[CH:5]=[CH:6][CH:7]=1. The yield is 0.870. (9) The reactants are [O:1]=[C:2](Cl)OC(Cl)(Cl)Cl.C1(C)C=CC=CC=1.O1CCCC1.[NH2:21][C@H:22]([C:45]1[CH:50]=[CH:49][C:48]([O:51][CH3:52])=[CH:47][CH:46]=1)[C:23]([NH:25][C@@H:26]([C@H:37]([C:39]1[CH:44]=[CH:43][CH:42]=[CH:41][CH:40]=1)[CH3:38])[C:27]([NH:29][C:30]1[CH:35]=[CH:34][C:33]([Br:36])=[CH:32][CH:31]=1)=[O:28])=[O:24].C(N(CC)C(C)C)(C)C. The catalyst is O1CCCC1.O. The product is [Br:36][C:33]1[CH:34]=[CH:35][C:30]([NH:29][C:27](=[O:28])[C@@H:26]([N:25]2[C:23](=[O:24])[C@@H:22]([C:45]3[CH:50]=[CH:49][C:48]([O:51][CH3:52])=[CH:47][CH:46]=3)[NH:21][C:2]2=[O:1])[C@H:37]([C:39]2[CH:44]=[CH:43][CH:42]=[CH:41][CH:40]=2)[CH3:38])=[CH:31][CH:32]=1. The yield is 0.690.